This data is from Reaction yield outcomes from USPTO patents with 853,638 reactions. The task is: Predict the reaction yield, written as a fraction of the theoretical maximum amount of product (1.0 means a 100% yield; for example, 0.34 means a 34% yield). The reactants are [NH:1]1[CH2:5][CH2:4][C:3]2([CH2:10][CH:9]3[CH2:11][N:6]2[CH2:7][CH2:8]3)[CH2:2]1.C1(P(C2C=CC=CC=2)C2C=CC3C(=CC=CC=3)C=2C2C3C(=CC=CC=3)C=CC=2P(C2C=CC=CC=2)C2C=CC=CC=2)C=CC=CC=1.CC(C)([O-])C.[K+].Br[C:65]1[CH:66]=[N:67][CH:68]=[N:69][CH:70]=1. The catalyst is C1(C)C=CC=CC=1.C1C=CC(/C=C/C(/C=C/C2C=CC=CC=2)=O)=CC=1.C1C=CC(/C=C/C(/C=C/C2C=CC=CC=2)=O)=CC=1.C1C=CC(/C=C/C(/C=C/C2C=CC=CC=2)=O)=CC=1.[Pd].[Pd]. The product is [N:67]1[CH:66]=[C:65]([N:1]2[CH2:5][CH2:4][C:3]3([CH2:10][CH:9]4[CH2:11][N:6]3[CH2:7][CH2:8]4)[CH2:2]2)[CH:70]=[N:69][CH:68]=1. The yield is 0.320.